Dataset: Full USPTO retrosynthesis dataset with 1.9M reactions from patents (1976-2016). Task: Predict the reactants needed to synthesize the given product. Given the product [NH3:11].[CH2:33]([O:32][C:27]1[CH:28]=[CH:29][CH:30]=[CH:31][C:26]=1[CH2:25][NH:24][C:22](=[O:23])[CH2:21][CH2:20][C:16]1[CH:17]=[CH:18][CH:19]=[C:14]([CH2:13][C@H:12]([NH:11][CH2:10][C@H:9]([OH:8])[C:36]2[CH:41]=[CH:40][C:39]([OH:42])=[C:38]([CH2:43][OH:44])[CH:37]=2)[CH3:35])[CH:15]=1)[CH3:34], predict the reactants needed to synthesize it. The reactants are: [Si]([O:8][C@H:9]([C:36]1[CH:41]=[CH:40][C:39]([OH:42])=[C:38]([CH2:43][OH:44])[CH:37]=1)[CH2:10][NH:11][C@H:12]([CH3:35])[CH2:13][C:14]1[CH:15]=[C:16]([CH2:20][CH2:21][C:22]([NH:24][CH2:25][C:26]2[CH:31]=[CH:30][CH:29]=[CH:28][C:27]=2[O:32][CH2:33][CH3:34])=[O:23])[CH:17]=[CH:18][CH:19]=1)(C(C)(C)C)(C)C.CO.O.ClCCl.